Dataset: Reaction yield outcomes from USPTO patents with 853,638 reactions. Task: Predict the reaction yield, written as a fraction of the theoretical maximum amount of product (1.0 means a 100% yield; for example, 0.34 means a 34% yield). (1) The reactants are [C:1]([C:3]1[CH:4]=[N+:5]([O-])[C:6]2[CH2:7][CH2:8][CH2:9][CH2:10][C:11]=2[CH:12]=1)#[N:2].FC(F)(F)C(OC(=O)C(F)(F)F)=[O:17]. No catalyst specified. The product is [OH:17][CH:7]1[C:6]2[N:5]=[CH:4][C:3]([C:1]#[N:2])=[CH:12][C:11]=2[CH2:10][CH2:9][CH2:8]1. The yield is 0.871. (2) The reactants are [C:1]1([P:7]([O:15][C:16]2[C@H:17]([CH3:40])[C@H:18]3[C@@H:35]([C@H:36]([OH:38])[CH3:37])[C:34](=[O:39])[N:19]3[C:20]=2[C:21]([O:23][CH2:24][C:25]2[CH:30]=[CH:29][C:28]([N+:31]([O-:33])=[O:32])=[CH:27][CH:26]=2)=[O:22])([C:9]2[CH:14]=[CH:13][CH:12]=[CH:11][CH:10]=2)=[O:8])[CH:6]=[CH:5][CH:4]=[CH:3][CH:2]=1.[Si:41](Cl)([C:44]([CH3:47])([CH3:46])[CH3:45])([CH3:43])[CH3:42].N1C=CN=C1.CO. The catalyst is CN(C)C=O. The product is [Si:41]([O:38][C@@H:36]([C@H:35]1[C:34](=[O:39])[N:19]2[C:20]([C:21]([O:23][CH2:24][C:25]3[CH:26]=[CH:27][C:28]([N+:31]([O-:33])=[O:32])=[CH:29][CH:30]=3)=[O:22])=[C:16]([O:15][P:7]([C:9]3[CH:10]=[CH:11][CH:12]=[CH:13][CH:14]=3)([C:1]3[CH:6]=[CH:5][CH:4]=[CH:3][CH:2]=3)=[O:8])[C@H:17]([CH3:40])[C@@H:18]12)[CH3:37])([C:44]([CH3:47])([CH3:46])[CH3:45])([CH3:43])[CH3:42]. The yield is 0.880. (3) The catalyst is C(Cl)Cl. The yield is 0.700. The product is [OH:38][CH:35]1[CH2:36][CH2:37][CH:32]([CH2:31][N:22]2[CH2:23][C@@H:24]([C:25]3[CH:30]=[CH:29][CH:28]=[CH:27][CH:26]=3)[N:20]([CH:17]3[CH2:16][CH2:15][N:14]([C:11]4([CH3:47])[CH2:12][CH2:13][NH:8][CH2:9][CH2:10]4)[CH2:19][CH2:18]3)[C:21]2=[O:46])[CH2:33][CH2:34]1. The reactants are C(OC([N:8]1[CH2:13][CH2:12][C:11]([CH3:47])([N:14]2[CH2:19][CH2:18][CH:17]([N:20]3[C@H:24]([C:25]4[CH:30]=[CH:29][CH:28]=[CH:27][CH:26]=4)[CH2:23][N:22]([CH2:31][CH:32]4[CH2:37][CH2:36][CH:35]([O:38][Si](C(C)(C)C)(C)C)[CH2:34][CH2:33]4)[C:21]3=[O:46])[CH2:16][CH2:15]2)[CH2:10][CH2:9]1)=O)(C)(C)C.C(O)(C(F)(F)F)=O.